This data is from Catalyst prediction with 721,799 reactions and 888 catalyst types from USPTO. The task is: Predict which catalyst facilitates the given reaction. (1) Reactant: [H-].[Na+].[C:3]([C:5]1[C:10]([C:11]2[NH:15][CH:14]=[C:13]([CH2:16][N:17]([CH3:25])[C:18](=[O:24])[O:19][C:20]([CH3:23])([CH3:22])[CH3:21])[CH:12]=2)=[CH:9][CH:8]=[CH:7][N:6]=1)#[N:4].C1OCCOCCOCCOCCOC1.[O:41]1[CH:45]=[CH:44][C:43]([S:46](Cl)(=[O:48])=[O:47])=[CH:42]1.[Cl-].[NH4+]. Product: [C:3]([C:5]1[C:10]([C:11]2[N:15]([S:46]([C:43]3[CH:44]=[CH:45][O:41][CH:42]=3)(=[O:48])=[O:47])[CH:14]=[C:13]([CH2:16][N:17]([CH3:25])[C:18](=[O:24])[O:19][C:20]([CH3:21])([CH3:22])[CH3:23])[CH:12]=2)=[CH:9][CH:8]=[CH:7][N:6]=1)#[N:4]. The catalyst class is: 7. (2) Reactant: [N:1]1[C:10]2[C:5](=[CH:6][CH:7]=[CH:8][CH:9]=2)[C:4]([S:11][C:12]2([C:16]([O:18]CC)=[O:17])[CH2:15][CH2:14][CH2:13]2)=[CH:3][CH:2]=1.[OH-].[Na+]. Product: [N:1]1[C:10]2[C:5](=[CH:6][CH:7]=[CH:8][CH:9]=2)[C:4]([S:11][C:12]2([C:16]([OH:18])=[O:17])[CH2:13][CH2:14][CH2:15]2)=[CH:3][CH:2]=1. The catalyst class is: 24. (3) Reactant: [NH2:1][C:2]1[N:7]2[C:8](=[O:11])[NH:9][N:10]=[C:6]2[C:5]([C:12]2[CH:17]=[CH:16][C:15]([Cl:18])=[CH:14][CH:13]=2)=[C:4]([C:19]2[CH:24]=[CH:23][C:22]([Cl:25])=[CH:21][CH:20]=2)[N:3]=1.C(=O)([O-])[O-].[K+].[K+].Cl[CH2:33][C:34]1[CH:35]=[CH:36][C:37]([C:40]([F:43])([F:42])[F:41])=[N:38][CH:39]=1. Product: [NH2:1][C:2]1[N:7]2[C:8](=[O:11])[N:9]([CH2:33][C:34]3[CH:39]=[N:38][C:37]([C:40]([F:43])([F:41])[F:42])=[CH:36][CH:35]=3)[N:10]=[C:6]2[C:5]([C:12]2[CH:13]=[CH:14][C:15]([Cl:18])=[CH:16][CH:17]=2)=[C:4]([C:19]2[CH:24]=[CH:23][C:22]([Cl:25])=[CH:21][CH:20]=2)[N:3]=1. The catalyst class is: 3. (4) Reactant: [OH:1][CH2:2][CH:3]([NH:9][C:10](=[O:16])[O:11][C:12]([CH3:15])([CH3:14])[CH3:13])[C:4]1[CH:8]=[CH:7][S:6][CH:5]=1.CCN(CC)CC.[S:24](Cl)([C:27]1[CH:33]=[CH:32][C:30]([CH3:31])=[CH:29][CH:28]=1)(=[O:26])=[O:25].[NH4+].[Cl-]. Product: [CH3:31][C:30]1[CH:32]=[CH:33][C:27]([S:24]([O:1][CH2:2][CH:3]([NH:9][C:10]([O:11][C:12]([CH3:13])([CH3:15])[CH3:14])=[O:16])[C:4]2[CH:8]=[CH:7][S:6][CH:5]=2)(=[O:26])=[O:25])=[CH:28][CH:29]=1. The catalyst class is: 64. (5) Reactant: [CH3:1][N:2]([CH3:33])[C:3]([C@H:5]1[CH2:8][C@@H:7]([N:9]2[C:13]3[N:14]=[CH:15][N:16]=[C:17]([NH2:18])[C:12]=3[C:11]([C:19]3[CH:24]=[CH:23][CH:22]=[C:21]([O:25][CH2:26][C:27]4[CH:32]=[CH:31][CH:30]=[CH:29][CH:28]=4)[CH:20]=3)=[CH:10]2)[CH2:6]1)=O.[H-].[Al+3].[Li+].[H-].[H-].[H-].O.[OH-].[Na+]. Product: [CH2:26]([O:25][C:21]1[CH:20]=[C:19]([C:11]2[C:12]3[C:17]([NH2:18])=[N:16][CH:15]=[N:14][C:13]=3[N:9]([C@H:7]3[CH2:8][C@@H:5]([CH2:3][N:2]([CH3:33])[CH3:1])[CH2:6]3)[CH:10]=2)[CH:24]=[CH:23][CH:22]=1)[C:27]1[CH:28]=[CH:29][CH:30]=[CH:31][CH:32]=1. The catalyst class is: 1. (6) Reactant: [CH3:1][Mg]Br.[C:4]([O:8][C:9]([N:11]([CH2:19][C:20]([OH:22])=[O:21])[CH2:12][C:13](N(OC)C)=[O:14])=[O:10])([CH3:7])([CH3:6])[CH3:5].[Cl-].[NH4+].O. Product: [C:4]([O:8][C:9]([N:11]([CH2:12][C:13](=[O:14])[CH3:1])[CH2:19][C:20]([OH:22])=[O:21])=[O:10])([CH3:7])([CH3:6])[CH3:5]. The catalyst class is: 385. (7) Reactant: [OH:1][N:2]=[CH:3]/[C:4](/[CH3:18])=[CH:5]/[C@@H:6]1[C@@H:8]([C:9]([O:11][C:12]([CH3:15])([CH3:14])[CH3:13])=[O:10])[C:7]1([CH3:17])[CH3:16].Cl[CH2:20][C:21]#[CH:22].[H-].[Na+].Cl. Product: [CH3:16][C:7]1([CH3:17])[C@H:6](/[CH:5]=[C:4](\[CH3:18])/[CH:3]=[N:2][O:1][CH2:22][C:21]#[CH:20])[C@H:8]1[C:9]([O:11][C:12]([CH3:15])([CH3:14])[CH3:13])=[O:10]. The catalyst class is: 3.